Dataset: Full USPTO retrosynthesis dataset with 1.9M reactions from patents (1976-2016). Task: Predict the reactants needed to synthesize the given product. (1) Given the product [OH:4][C@H:5]([C@H:21]1[O:26][CH2:25][CH2:24][N:23]([C:27]2[CH:28]=[C:29]3[C:33](=[CH:34][CH:35]=2)[CH2:32][N:31]([CH3:36])[C:30]3=[O:37])[C:22]1=[O:38])[C:6]([NH:7][C:8]1[CH:9]=[CH:10][C:11]([C:14]2[N:18]=[C:17]([O-:19])[O:16][N:15]=2)=[CH:12][CH:13]=1)=[O:20].[NH4+:39], predict the reactants needed to synthesize it. The reactants are: C([O:4][C@H:5]([C@H:21]1[O:26][CH2:25][CH2:24][N:23]([C:27]2[CH:28]=[C:29]3[C:33](=[CH:34][CH:35]=2)[CH2:32][N:31]([CH3:36])[C:30]3=[O:37])[C:22]1=[O:38])[C:6](=[O:20])[NH:7][C:8]1[CH:13]=[CH:12][C:11]([C:14]2[NH:18][C:17](=[O:19])[O:16][N:15]=2)=[CH:10][CH:9]=1)(=O)C.[NH3:39].CO. (2) Given the product [N:15]1[CH:16]=[CH:17][C:12]([C:9]2[N:8]=[C:7]([O:18][C:19]3[CH:24]=[CH:23][CH:22]=[CH:21][C:20]=3[CH3:25])[C:6]([C:4]([OH:5])=[O:3])=[CH:11][N:10]=2)=[CH:13][CH:14]=1, predict the reactants needed to synthesize it. The reactants are: C([O:3][C:4]([C:6]1[C:7]([O:18][C:19]2[CH:24]=[CH:23][CH:22]=[CH:21][C:20]=2[CH3:25])=[N:8][C:9]([C:12]2[CH:17]=[CH:16][N:15]=[CH:14][CH:13]=2)=[N:10][CH:11]=1)=[O:5])C.[OH-].[Na+].Cl. (3) Given the product [CH3:40][C:39]1[C:34]([CH2:33][CH2:32][C:31]([OH:42])=[O:30])=[N:35][CH:36]=[C:37]([O:14][CH2:13][CH2:12][C@@H:11]([O:10][C:9]2[CH:20]=[CH:21][C:22]([C:24]([F:27])([F:26])[F:25])=[CH:23][C:8]=2[O:1][C:2]2[CH:7]=[CH:6][CH:5]=[CH:4][CH:3]=2)[CH3:19])[CH:38]=1, predict the reactants needed to synthesize it. The reactants are: [O:1]([C:8]1[CH:23]=[C:22]([C:24]([F:27])([F:26])[F:25])[CH:21]=[CH:20][C:9]=1[O:10][C@@H:11]([CH3:19])[CH2:12][CH2:13][O:14]S(C)(=O)=O)[C:2]1[CH:7]=[CH:6][CH:5]=[CH:4][CH:3]=1.C([O:30][C:31](=[O:42])[CH2:32][CH2:33][C:34]1[C:39]([CH3:40])=[CH:38][C:37](O)=[CH:36][N:35]=1)C. (4) Given the product [CH2:1]([N:4]1[CH:8]=[CH:7][CH:6]=[C:5]1[C:9]([OH:11])=[O:10])[CH:2]=[CH2:3], predict the reactants needed to synthesize it. The reactants are: [CH2:1]([N:4]1[CH:8]=[CH:7][CH:6]=[C:5]1[C:9]([O:11]C)=[O:10])[CH:2]=[CH2:3].O1CCCC1.[OH-].[Li+]. (5) Given the product [Cl:53][C:2]1[C:3]([NH:12][C@H:13]2[CH2:17][CH2:16][CH2:15][C@@H:14]2[NH:18][C:19](=[O:31])[C:20]2[CH:25]=[CH:24][CH:23]=[CH:22][C:21]=2[N:26]2[N:30]=[CH:29][CH:28]=[N:27]2)=[N:4][CH:5]=[C:6]([C:8]([F:11])([F:10])[F:9])[CH:7]=1, predict the reactants needed to synthesize it. The reactants are: F[C:2]1[C:3]([NH:12][C@H:13]2[CH2:17][CH2:16][CH2:15][C@@H:14]2[NH:18][C:19](=[O:31])[C:20]2[CH:25]=[CH:24][CH:23]=[CH:22][C:21]=2[N:26]2[N:30]=[CH:29][CH:28]=[N:27]2)=[N:4][CH:5]=[C:6]([C:8]([F:11])([F:10])[F:9])[CH:7]=1.Cl.N[C@H]1CCC[C@@H]1NC(=O)C1C=CC=CC=1N1N=CC=N1.[Cl:53]C1C(F)=NC=C(C(F)(F)F)C=1. (6) The reactants are: Br[C:2]1[CH:23]=[CH:22][C:5]([C:6]([NH:8][S:9]([C:12]2[CH:17]=[CH:16][CH:15]=[CH:14][C:13]=2[S:18](=[O:21])(=[O:20])[NH2:19])(=[O:11])=[O:10])=[O:7])=[CH:4][CH:3]=1.[C:24]([C:26]1[CH:31]=[CH:30][CH:29]=[CH:28][C:27]=1[CH3:32])#[CH:25]. Given the product [S:18]([C:13]1[CH:14]=[CH:15][CH:16]=[CH:17][C:12]=1[S:9]([NH:8][C:6](=[O:7])[C:5]1[CH:22]=[CH:23][C:2]([C:25]#[C:24][C:26]2[CH:31]=[CH:30][CH:29]=[CH:28][C:27]=2[CH3:32])=[CH:3][CH:4]=1)(=[O:11])=[O:10])(=[O:21])(=[O:20])[NH2:19], predict the reactants needed to synthesize it.